Dataset: Full USPTO retrosynthesis dataset with 1.9M reactions from patents (1976-2016). Task: Predict the reactants needed to synthesize the given product. (1) Given the product [F:34][CH:10]([F:9])[C:11]1[CH:16]=[CH:15][N:14]=[C:13]([NH:17][C:18]2[CH:19]=[C:20]([C:25]3[CH:26]=[N:27][N:28]([CH2:30][C:31]([CH3:32])([OH:33])[C:2]([F:4])([F:3])[F:1])[CH:29]=3)[CH:21]=[C:22]([CH3:24])[CH:23]=2)[N:12]=1, predict the reactants needed to synthesize it. The reactants are: [F:1][C:2]([Si](C)(C)C)([F:4])[F:3].[F:9][CH:10]([F:34])[C:11]1[CH:16]=[CH:15][N:14]=[C:13]([NH:17][C:18]2[CH:19]=[C:20]([C:25]3[CH:26]=[N:27][N:28]([CH2:30][C:31](=[O:33])[CH3:32])[CH:29]=3)[CH:21]=[C:22]([CH3:24])[CH:23]=2)[N:12]=1.[F-].[Cs+].Cl. (2) Given the product [C:1]1([C@H:7]([NH:9][C:14]2[C:13]3[N:17]=[CH:18][N:19]([C:12]=3[N:11]=[CH:10][N:15]=2)[C@@H:20]2[O:24][C@H:23]([CH2:25][OH:26])[C@@H:22]([OH:27])[C@H:21]2[OH:28])[CH3:8])[CH:6]=[CH:5][CH:4]=[CH:3][CH:2]=1, predict the reactants needed to synthesize it. The reactants are: [C:1]1([C@H:7]([NH2:9])[CH3:8])[CH:6]=[CH:5][CH:4]=[CH:3][CH:2]=1.[CH:10]1[N:15]=[C:14](Cl)[C:13]2[N:17]=[CH:18][N:19]([C@@H:20]3[O:24][C@H:23]([CH2:25][OH:26])[C@@H:22]([OH:27])[C@H:21]3[OH:28])[C:12]=2[N:11]=1. (3) Given the product [F:1][C:2]1[CH:3]=[C:4]([CH2:8][C:9]([O:11][CH3:13])=[O:10])[CH:5]=[CH:6][CH:7]=1, predict the reactants needed to synthesize it. The reactants are: [F:1][C:2]1[CH:3]=[C:4]([CH2:8][C:9]([OH:11])=[O:10])[CH:5]=[CH:6][CH:7]=1.Cl.[CH3:13]O. (4) Given the product [F:19][C:20]1[CH:25]=[C:24]([C:34]2[CH:33]=[N:32][CH:31]=[CH:30][C:35]=2[O:36][C:37]2[CH:38]=[CH:39][C:40]([NH:43][C:44]3[C:53]4[C:48](=[CH:49][CH:50]=[CH:51][CH:52]=4)[C:47]([C:54]4[CH:55]=[CH:56][CH:57]=[CH:58][CH:59]=4)=[N:46][N:45]=3)=[CH:41][CH:42]=2)[CH:23]=[CH:22][N:21]=1.[Br:29][C:30]1[CH:31]=[N:32][CH:33]=[CH:34][C:35]=1[O:36][C:37]1[CH:42]=[CH:41][C:40]([NH:43][C:44]2[C:53]3[C:48](=[CH:49][CH:50]=[CH:51][CH:52]=3)[C:47]([C:54]3[CH:55]=[CH:56][CH:57]=[CH:58][CH:59]=3)=[N:46][N:45]=2)=[CH:39][CH:38]=1, predict the reactants needed to synthesize it. The reactants are: F[B-](F)(F)F.C([PH+](C(C)(C)C)C(C)(C)C)(C)(C)C.[F:19][C:20]1[CH:25]=[C:24](B(O)O)[CH:23]=[CH:22][N:21]=1.[Br:29][C:30]1[CH:31]=[N:32][CH:33]=[CH:34][C:35]=1[O:36][C:37]1[CH:42]=[CH:41][C:40]([NH:43][C:44]2[C:53]3[C:48](=[CH:49][CH:50]=[CH:51][CH:52]=3)[C:47]([C:54]3[CH:59]=[CH:58][CH:57]=[CH:56][CH:55]=3)=[N:46][N:45]=2)=[CH:39][CH:38]=1.C(=O)([O-])[O-].[Na+].[Na+]. (5) Given the product [Cl:24][C:25]1[CH:26]=[C:27]([C:32]([OH:37])([C:33]([F:34])([F:35])[F:36])[CH2:10][C:9]([C:12]2[S:16][C:15]([C:17]([O:19][CH3:2])=[O:18])=[C:14]3[CH2:20][CH2:21][CH2:22][CH2:23][C:13]=23)=[O:11])[CH:28]=[C:29]([Cl:31])[CH:30]=1, predict the reactants needed to synthesize it. The reactants are: [Li+].[CH3:2]C([N-]C(C)C)C.[C:9]([C:12]1[S:16][C:15]([C:17]([O-:19])=[O:18])=[C:14]2[CH2:20][CH2:21][CH2:22][CH2:23][C:13]=12)(=[O:11])[CH3:10].[Cl:24][C:25]1[CH:26]=[C:27]([C:32](=[O:37])[C:33]([F:36])([F:35])[F:34])[CH:28]=[C:29]([Cl:31])[CH:30]=1. (6) Given the product [C:34]1([N:40]([C:41]2[CH:46]=[CH:45][CH:44]=[CH:43][CH:42]=2)[C:47]2[CH:54]=[CH:53][C:50](/[CH:51]=[CH:23]/[C:22]3[CH:32]=[CH:33][C:19]([C:2]4[CH:3]=[CH:4][C:5]5[C:6]6[C:11](=[CH:10][CH:9]=[CH:8][CH:7]=6)[C:12]6[C:17](=[CH:16][CH:15]=[CH:14][CH:13]=6)[C:18]=5[CH:1]=4)=[CH:20][CH:21]=3)=[CH:49][CH:48]=2)[CH:39]=[CH:38][CH:37]=[CH:36][CH:35]=1, predict the reactants needed to synthesize it. The reactants are: [CH:1]1[C:18]2[C:17]3[C:12](=[CH:13][CH:14]=[CH:15][CH:16]=3)[C:11]3[C:6](=[CH:7][CH:8]=[CH:9][CH:10]=3)[C:5]=2[CH:4]=[CH:3][C:2]=1[C:19]1[CH:33]=[CH:32][C:22]([CH2:23]P(=O)(OCC)OCC)=[CH:21][CH:20]=1.[C:34]1([N:40]([C:47]2[CH:54]=[CH:53][C:50]([CH:51]=O)=[CH:49][CH:48]=2)[C:41]2[CH:46]=[CH:45][CH:44]=[CH:43][CH:42]=2)[CH:39]=[CH:38][CH:37]=[CH:36][CH:35]=1.CC(C)([O-])C.[K+]. (7) Given the product [F:12][CH:11]([S:10][CH2:3][C:4]1[CH:9]=[CH:8][CH:7]=[CH:6][CH:5]=1)[F:13], predict the reactants needed to synthesize it. The reactants are: [OH-].[Na+].[CH2:3]([SH:10])[C:4]1[CH:9]=[CH:8][CH:7]=[CH:6][CH:5]=1.[CH:11](Cl)([F:13])[F:12]. (8) Given the product [NH2:1][C:2]1[C:9]([CH3:15])=[CH:8][C:5]([C:6]#[N:7])=[C:4]([C:11]([F:14])([F:13])[F:12])[CH:3]=1, predict the reactants needed to synthesize it. The reactants are: [NH2:1][C:2]1[C:9](I)=[CH:8][C:5]([C:6]#[N:7])=[C:4]([C:11]([F:14])([F:13])[F:12])[CH:3]=1.[C:15](=O)([O-])[O-].[K+].[K+].CB1OB(C)OB(C)O1. (9) Given the product [CH3:1][O:2][C:3]1[CH:12]=[C:11]2[C:6]([CH:7]=[CH:8][C:9](=[O:36])[N:10]2[CH2:13][CH2:14][CH2:15][C:16]2([C:31]([OH:33])=[O:32])[CH2:17][CH2:18][N:19]([CH2:22][CH2:23][CH2:24][C:25]3[CH:30]=[CH:29][CH:28]=[CH:27][CH:26]=3)[CH2:20][CH2:21]2)=[CH:5][CH:4]=1, predict the reactants needed to synthesize it. The reactants are: [CH3:1][O:2][C:3]1[CH:12]=[C:11]2[C:6]([CH:7]=[CH:8][C:9](=[O:36])[N:10]2[CH2:13][CH2:14][CH2:15][C:16]2([C:31]([O:33]CC)=[O:32])[CH2:21][CH2:20][N:19]([CH2:22][CH2:23][CH2:24][C:25]3[CH:30]=[CH:29][CH:28]=[CH:27][CH:26]=3)[CH2:18][CH2:17]2)=[CH:5][CH:4]=1.[OH-].[Na+]. (10) Given the product [NH2:31][C:27]1[N:28]=[CH:29][N:30]=[C:25]([NH:1][C@H:2]([C:5]2[N:14]([C:15]3[CH:20]=[CH:19][C:18]([F:21])=[CH:17][CH:16]=3)[C:13](=[O:22])[C:12]3[C:7](=[CH:8][CH:9]=[CH:10][C:11]=3[Cl:23])[N:6]=2)[CH2:3][CH3:4])[C:26]=1[C:32]1[N:36]=[CH:35][N:34]([CH3:37])[N:33]=1, predict the reactants needed to synthesize it. The reactants are: [NH2:1][C@H:2]([C:5]1[N:14]([C:15]2[CH:20]=[CH:19][C:18]([F:21])=[CH:17][CH:16]=2)[C:13](=[O:22])[C:12]2[C:7](=[CH:8][CH:9]=[CH:10][C:11]=2[Cl:23])[N:6]=1)[CH2:3][CH3:4].Cl[C:25]1[N:30]=[CH:29][N:28]=[C:27]([NH2:31])[C:26]=1[C:32]1[N:36]=[CH:35][N:34]([CH3:37])[N:33]=1.CCN(C(C)C)C(C)C.C(Cl)Cl.CO.